Dataset: Drug-target binding data from BindingDB using IC50 measurements. Task: Regression. Given a target protein amino acid sequence and a drug SMILES string, predict the binding affinity score between them. We predict pIC50 (pIC50 = -log10(IC50 in M); higher means more potent). Dataset: bindingdb_ic50. (1) The drug is CCCc1c(Sc2ccc(OC)c(OC)c2)[nH]c2nc(N)nc(N)c12. The target protein sequence is MKQYLELMQKVLDEGTQKNDRTGTGTLSIFGHQMRFNLQDGFPLVTTKRCHLRSIIHELLWFLQGDTNIAYLHENNVTIWDEWADENGDLGPVYGKQWRAWPTPDGRHIDQITTVLNQLKNDPDSRRIIVSAWNVGELDKMALAPCHAFFQFYVADGKLSCQLYQRSCDVFLGLPFNIASYALLVHMMAQQCDLEVGDFVWIGGDTHLYSNHMDQTHLQLSREPRPLPKLIIKRKPESIFDYRFEDFEIEGYDPHPGIKAPVAI. The pIC50 is 5.0. (2) The drug is CCOC(=O)CC(=O)c1ccc(C#CCCCC[C@@H]2Cc3cc(O)ccc3[C@H]3CC[C@]4(C)[C@@H](O)CC[C@H]4[C@@H]32)cc1. The target protein (P11474) has sequence MSSQVVGIEPLYIKAEPASPDSPKGSSETETEPPVALAPGPAPTRCLPGHKEEEDGEGAGPGEQGGGKLVLSSLPKRLCLVCGDVASGYHYGVASCEACKAFFKRTIQGSIEYSCPASNECEITKRRRKACQACRFTKCLRVGMLKEGVRLDRVRGGRQKYKRRPEVDPLPFPGPFPAGPLAVAGGPRKTAAPVNALVSHLLVVEPEKLYAMPDPAGPDGHLPAVATLCDLFDREIVVTISWAKSIPGFSSLSLSDQMSVLQSVWMEVLVLGVAQRSLPLQDELAFAEDLVLDEEGARAAGLGELGAALLQLVRRLQALRLEREEYVLLKALALANSDSVHIEDAEAVEQLREALHEALLEYEAGRAGPGGGAERRRAGRLLLTLPLLRQTAGKVLAHFYGVKLEGKVPMHKLFLEMLEAMMD. The pIC50 is 7.0.